This data is from NCI-60 drug combinations with 297,098 pairs across 59 cell lines. The task is: Regression. Given two drug SMILES strings and cell line genomic features, predict the synergy score measuring deviation from expected non-interaction effect. (1) Drug 1: C1C(C(OC1N2C=NC3=C(N=C(N=C32)Cl)N)CO)O. Drug 2: CC12CCC3C(C1CCC2OP(=O)(O)O)CCC4=C3C=CC(=C4)OC(=O)N(CCCl)CCCl.[Na+]. Cell line: NCI-H460. Synergy scores: CSS=45.7, Synergy_ZIP=0.117, Synergy_Bliss=1.11, Synergy_Loewe=-20.1, Synergy_HSA=3.08. (2) Drug 1: CC(C)NC(=O)C1=CC=C(C=C1)CNNC.Cl. Drug 2: COCCOC1=C(C=C2C(=C1)C(=NC=N2)NC3=CC=CC(=C3)C#C)OCCOC.Cl. Cell line: A549. Synergy scores: CSS=18.5, Synergy_ZIP=-1.20, Synergy_Bliss=0.218, Synergy_Loewe=-1.70, Synergy_HSA=3.57. (3) Drug 1: CS(=O)(=O)C1=CC(=C(C=C1)C(=O)NC2=CC(=C(C=C2)Cl)C3=CC=CC=N3)Cl. Drug 2: CC1=C(N=C(N=C1N)C(CC(=O)N)NCC(C(=O)N)N)C(=O)NC(C(C2=CN=CN2)OC3C(C(C(C(O3)CO)O)O)OC4C(C(C(C(O4)CO)O)OC(=O)N)O)C(=O)NC(C)C(C(C)C(=O)NC(C(C)O)C(=O)NCCC5=NC(=CS5)C6=NC(=CS6)C(=O)NCCC[S+](C)C)O. Cell line: SF-295. Synergy scores: CSS=5.02, Synergy_ZIP=-3.43, Synergy_Bliss=-14.3, Synergy_Loewe=-56.8, Synergy_HSA=-12.8.